From a dataset of Full USPTO retrosynthesis dataset with 1.9M reactions from patents (1976-2016). Predict the reactants needed to synthesize the given product. (1) The reactants are: [N:1]1([CH2:7][C:8]2[CH:13]=[CH:12][C:11]([CH2:14][NH:15][C:16](=[O:18])[CH3:17])=[CH:10][CH:9]=2)[CH2:6][CH2:5][NH:4][CH2:3][CH2:2]1.[Cl:19][C:20]1[N:25]=[C:24]([Cl:26])[CH:23]=[CH:22][N:21]=1.C(=O)([O-])[O-].[K+].[K+].O. Given the product [Cl:19][C:20]1[N:25]=[C:24]([N:4]2[CH2:5][CH2:6][N:1]([CH2:7][C:8]3[CH:9]=[CH:10][C:11]([CH2:14][NH:15][C:16](=[O:18])[CH3:17])=[CH:12][CH:13]=3)[CH2:2][CH2:3]2)[CH:23]=[CH:22][N:21]=1.[Cl:26][C:24]1[CH:23]=[CH:22][N:21]=[C:20]([N:4]2[CH2:5][CH2:6][N:1]([CH2:7][C:8]3[CH:9]=[CH:10][C:11]([CH2:14][NH:15][C:16](=[O:18])[CH3:17])=[CH:12][CH:13]=3)[CH2:2][CH2:3]2)[N:25]=1, predict the reactants needed to synthesize it. (2) Given the product [CH3:29][S:30]([CH2:33][C:34]1[CH:35]=[CH:36][CH:37]=[C:38]2[C:42]=1[NH:41][CH:40]=[C:39]2[CH:13]([C:19]1[CH:24]=[CH:23][C:22]([C:25]([F:28])([F:27])[F:26])=[CH:21][CH:20]=1)[CH:14]1[CH2:16][CH:15]1[C:17]#[N:18])(=[O:32])=[O:31], predict the reactants needed to synthesize it. The reactants are: [Cl-].[In+3].[Cl-].[Cl-].FC(F)(F)C(O)=O.O[CH:13]([C:19]1[CH:24]=[CH:23][C:22]([C:25]([F:28])([F:27])[F:26])=[CH:21][CH:20]=1)[CH:14]1[CH2:16][CH:15]1[C:17]#[N:18].[CH3:29][S:30]([CH2:33][C:34]1[CH:35]=[CH:36][CH:37]=[C:38]2[C:42]=1[NH:41][CH:40]=[CH:39]2)(=[O:32])=[O:31]. (3) Given the product [OH:15][C:2]1[CH:10]=[CH:9][C:5]([C:6]([OH:8])=[O:7])=[CH:4][C:3]=1[C:11]([OH:13])=[O:12], predict the reactants needed to synthesize it. The reactants are: Br[C:2]1[CH:10]=[CH:9][C:5]([C:6]([OH:8])=[O:7])=[CH:4][C:3]=1[C:11]([OH:13])=[O:12].C([O-])([O-])=[O:15].[Na+].[Na+].